This data is from Full USPTO retrosynthesis dataset with 1.9M reactions from patents (1976-2016). The task is: Predict the reactants needed to synthesize the given product. (1) Given the product [F:13][C:10]([F:11])([F:12])[S:7]([O:6][C:28]1[CH:27]=[CH:26][C:25]2[C:30](=[CH:31][CH:32]=[C:23]([C:20]3[CH:21]=[CH:22][C:17]([F:16])=[CH:18][CH:19]=3)[CH:24]=2)[CH:29]=1)(=[O:8])=[O:9], predict the reactants needed to synthesize it. The reactants are: FC(F)(F)S([O:6][S:7]([C:10]([F:13])([F:12])[F:11])(=[O:9])=[O:8])(=O)=O.[F:16][C:17]1[CH:22]=[CH:21][C:20]([C:23]2[CH:24]=[C:25]3[C:30](=[CH:31][CH:32]=2)[CH:29]=[C:28](O)[CH:27]=[CH:26]3)=[CH:19][CH:18]=1. (2) Given the product [CH2:32]([O:31][C:29](=[O:30])[CH2:28][CH2:27][CH2:26][NH:23][NH:24][C:4]([C:6]1[NH:10][C:9]2[CH:11]=[C:12]([C:14]3[CH:15]=[CH:16][C:17]([N+:20]([O-:22])=[O:21])=[CH:18][CH:19]=3)[O:13][C:8]=2[CH:7]=1)=[O:5])[CH3:33], predict the reactants needed to synthesize it. The reactants are: C(O[C:4]([C:6]1[NH:10][C:9]2[CH:11]=[C:12]([C:14]3[CH:19]=[CH:18][C:17]([N+:20]([O-:22])=[O:21])=[CH:16][CH:15]=3)[O:13][C:8]=2[CH:7]=1)=[O:5])C.[NH2:23][NH2:24].Br[CH2:26][CH2:27][CH2:28][C:29]([O:31][CH2:32][CH3:33])=[O:30].C(N(CC)CC)C. (3) Given the product [CH3:1][O:2][C:3]1[CH:12]=[CH:11][CH:10]=[C:9]2[C:4]=1[CH2:5][CH2:6][CH2:7][C:8]2=[CH2:15], predict the reactants needed to synthesize it. The reactants are: [CH3:1][O:2][C:3]1[CH:12]=[CH:11][CH:10]=[C:9]2[C:4]=1[CH2:5][CH2:6][CH2:7][C:8]2=O.[I-].[CH3:15][P+](C1C=CC=CC=1)(C1C=CC=CC=1)C1C=CC=CC=1.CC(C)([O-])C.[K+]. (4) Given the product [NH2:23][C:12]1[C:11]2[N:10]=[C:9]([OH:22])[N:8]([CH2:1][C:2]3[CH:7]=[CH:6][CH:5]=[CH:4][CH:3]=3)[C:20]=2[C:19]2[CH:18]=[CH:17][CH:16]=[CH:15][C:14]=2[N:13]=1, predict the reactants needed to synthesize it. The reactants are: [CH2:1]([N:8]1[C:20]2[C:19]3[CH:18]=[CH:17][CH:16]=[CH:15][C:14]=3[N:13]=[C:12](Cl)[C:11]=2[N:10]=[C:9]1[OH:22])[C:2]1[CH:7]=[CH:6][CH:5]=[CH:4][CH:3]=1.[NH3:23]. (5) The reactants are: COB(OC)OC.C1(C(C2C=CC=CC=2)([C@@H]2CCCN2)O)C=CC=CC=1.[Br:27][C:28]1[CH:33]=[CH:32][C:31]([Cl:34])=[CH:30][C:29]=1[C:35](=[O:37])[CH3:36]. Given the product [Br:27][C:28]1[CH:33]=[CH:32][C:31]([Cl:34])=[CH:30][C:29]=1[C@H:35]([OH:37])[CH3:36], predict the reactants needed to synthesize it.